Dataset: Reaction yield outcomes from USPTO patents with 853,638 reactions. Task: Predict the reaction yield, written as a fraction of the theoretical maximum amount of product (1.0 means a 100% yield; for example, 0.34 means a 34% yield). (1) The reactants are N[C:2]1[C:3]([N+:8]([O-:10])=[O:9])=[N:4][CH:5]=[CH:6][CH:7]=1.[F:11][B-](F)(F)F.[H+].N(OCCC(C)C)=O. The catalyst is C(O)C. The product is [F:11][C:2]1[C:3]([N+:8]([O-:10])=[O:9])=[N:4][CH:5]=[CH:6][CH:7]=1. The yield is 0.390. (2) The reactants are [C:1]([C:3]1[C:4]([C:9]2[CH:14]=[CH:13][CH:12]=[CH:11][CH:10]=2)=[N:5][O:6][C:7]=1[CH3:8])#[CH:2].[Br:15][C:16]1[CH:17]=[N:18][C:19](I)=[N:20][CH:21]=1. No catalyst specified. The product is [Br:15][C:16]1[CH:17]=[N:18][C:19]([C:2]#[C:1][C:3]2[C:4]([C:9]3[CH:14]=[CH:13][CH:12]=[CH:11][CH:10]=3)=[N:5][O:6][C:7]=2[CH3:8])=[N:20][CH:21]=1. The yield is 0.560. (3) The reactants are CO[C:3](=[O:14])[C:4]1[C:9]([Cl:10])=[CH:8][C:7]([Cl:11])=[CH:6][C:5]=1[CH2:12]Br.[F:15][CH:16]([F:26])[O:17][C:18]1[CH:25]=[CH:24][C:21]([CH2:22][NH2:23])=[CH:20][CH:19]=1.C([O-])([O-])=O.[K+].[K+].C(OCC)(=O)C. The catalyst is C1(C)C=CC=CC=1.CCCCCC. The product is [Cl:11][C:7]1[CH:6]=[C:5]2[C:4](=[C:9]([Cl:10])[CH:8]=1)[C:3](=[O:14])[N:23]([CH2:22][C:21]1[CH:20]=[CH:19][C:18]([O:17][CH:16]([F:15])[F:26])=[CH:25][CH:24]=1)[CH2:12]2. The yield is 0.200. (4) The reactants are [CH3:1][O:2][C:3](=[O:22])[C:4]1[CH:9]=[C:8]([N+:10]([O-])=O)[C:7]([NH2:13])=[C:6]([F:14])[C:5]=1[NH:15][C:16]1[CH:21]=[CH:20][CH:19]=[CH:18][CH:17]=1.[CH:23](O)=O. The yield is 0.860. The catalyst is C(O)C.[OH-].[OH-].[Pd+2]. The product is [CH3:1][O:2][C:3]([C:4]1[C:5]([NH:15][C:16]2[CH:21]=[CH:20][CH:19]=[CH:18][CH:17]=2)=[C:6]([F:14])[C:7]2[N:13]=[CH:23][NH:10][C:8]=2[CH:9]=1)=[O:22]. (5) The reactants are [CH3:1][NH:2][NH2:3].Cl.[F:5][CH:6]([F:15])[C:7](=O)[CH2:8][C:9](OCC)=[O:10]. The catalyst is C(O)C. The product is [F:5][CH:6]([F:15])[C:7]1[CH:8]=[C:9]([OH:10])[N:2]([CH3:1])[N:3]=1. The yield is 0.333. (6) The reactants are C([O:4][CH2:5][C:6]1[C:18]2[C:19](=[O:42])[N:20]([C:23]([C:36]3[CH:41]=[CH:40][CH:39]=[CH:38][CH:37]=3)([C:30]3[CH:35]=[CH:34][CH:33]=[CH:32][CH:31]=3)[C:24]3[CH:29]=[CH:28][CH:27]=[CH:26][CH:25]=3)[C:21](=[O:22])[C:17]=2[C:16]2[C:15]3[CH:14]=[CH:13][CH:12]=[CH:11][C:10]=3[NH:9][C:8]=2[CH:7]=1)(=O)C.C(=O)([O-])[O-].[K+].[K+].C(C1C(=O)C(Cl)=C(Cl)C(=O)C=1C#N)#N. The catalyst is O1CCCC1.CO. The product is [O:22]=[C:21]1[C:17]2[C:16]3[C:15]4[CH:14]=[CH:13][CH:12]=[CH:11][C:10]=4[NH:9][C:8]=3[CH:7]=[C:6]([CH:5]=[O:4])[C:18]=2[C:19](=[O:42])[N:20]1[C:23]([C:36]1[CH:41]=[CH:40][CH:39]=[CH:38][CH:37]=1)([C:24]1[CH:25]=[CH:26][CH:27]=[CH:28][CH:29]=1)[C:30]1[CH:35]=[CH:34][CH:33]=[CH:32][CH:31]=1. The yield is 0.350. (7) The reactants are Cl[CH2:2][C:3]1[N:4]=[CH:5][S:6][CH:7]=1.[Cl:8][C:9]1[CH:14]=[C:13]([NH:15][C:16]2[C:25]3[C:20](=[CH:21][CH:22]=[CH:23][C:24]=3[O:26][CH2:27][C@@H:28]3[CH2:32][CH2:31][CH2:30][N:29]3[C:33](=[O:36])[CH2:34][OH:35])[N:19]=[CH:18][N:17]=2)[CH:12]=[CH:11][C:10]=1[OH:37]. No catalyst specified. The product is [Cl:8][C:9]1[CH:14]=[C:13]([NH:15][C:16]2[C:25]3[C:20](=[CH:21][CH:22]=[CH:23][C:24]=3[O:26][CH2:27][C@@H:28]3[CH2:32][CH2:31][CH2:30][N:29]3[C:33](=[O:36])[CH2:34][OH:35])[N:19]=[CH:18][N:17]=2)[CH:12]=[CH:11][C:10]=1[O:37][CH2:2][C:3]1[N:4]=[CH:5][S:6][CH:7]=1. The yield is 0.490. (8) The reactants are [C:1](/[C:3](=[C:5]1/[C:6]2[CH:35]=[CH:34][CH:33]=[CH:32][C:7]=2[O:8][CH2:9][C:10]2[CH:15]=[C:14]([CH2:16][N:17]3[C:21]4[CH:22]=[CH:23][CH:24]=[C:25]([C:26](O)=[O:27])[C:20]=4[N:19]=[C:18]3[CH2:29][CH2:30][CH3:31])[CH:13]=[CH:12][C:11]/1=2)/[CH3:4])#[N:2].[OH:36][CH:37]1[CH2:42][CH2:41][NH:40][CH2:39][CH2:38]1.C(N=C=NCCCN(C)C)C.ON1C2C=CC=CC=2N=N1.C(=O)([O-])O.[Na+]. The catalyst is CN(C=O)C. The product is [OH:36][CH:37]1[CH2:42][CH2:41][N:40]([C:26]([C:25]2[C:20]3[N:19]=[C:18]([CH2:29][CH2:30][CH3:31])[N:17]([CH2:16][C:14]4[CH:13]=[CH:12][C:11]5/[C:5](=[C:3](/[CH3:4])\[C:1]#[N:2])/[C:6]6[CH:35]=[CH:34][CH:33]=[CH:32][C:7]=6[O:8][CH2:9][C:10]=5[CH:15]=4)[C:21]=3[CH:22]=[CH:23][CH:24]=2)=[O:27])[CH2:39][CH2:38]1. The yield is 1.00. (9) The reactants are Br[C:2]1[N:9]=[CH:8][CH:7]=[CH:6][C:3]=1[CH:4]=O.C([CH2:12][C:13]([O:15][CH2:16][CH3:17])=[O:14])#N.C([O-])([O-])=O.[Cs+].[Cs+].[NH4+:24].[Cl-]. The catalyst is CN(C=O)C.[Cu]I. The product is [NH:24]1[C:2]2=[N:9][CH:8]=[CH:7][CH:6]=[C:3]2[CH:4]=[C:12]1[C:13]([O:15][CH2:16][CH3:17])=[O:14]. The yield is 0.350.